Dataset: Full USPTO retrosynthesis dataset with 1.9M reactions from patents (1976-2016). Task: Predict the reactants needed to synthesize the given product. (1) Given the product [S:1]1[C:5]2[CH:6]=[CH:7][CH:8]=[CH:9][C:4]=2[N:3]=[C:2]1[NH:10][C:11]([C:13]1[CH:14]=[CH:15][CH:16]=[C:17]2[C:22]=1[CH2:21][N:20]([C:23]1[N:28]=[C:27]([C:29]([OH:31])=[O:30])[C:26]([CH2:32][CH2:33][CH2:34][O:35][C:36]3[CH:41]=[CH:40][C:39]([O:56][CH2:55][CH2:54][N:49]4[CH2:53][CH2:52][CH2:51][CH2:50]4)=[CH:38][CH:37]=3)=[CH:25][CH:24]=1)[CH2:19][CH2:18]2)=[O:12], predict the reactants needed to synthesize it. The reactants are: [S:1]1[C:5]2[CH:6]=[CH:7][CH:8]=[CH:9][C:4]=2[N:3]=[C:2]1[NH:10][C:11]([C:13]1[CH:14]=[CH:15][CH:16]=[C:17]2[C:22]=1[CH2:21][N:20]([C:23]1[N:28]=[C:27]([C:29]([OH:31])=[O:30])[C:26]([CH2:32][CH2:33][CH2:34][O:35][C:36]3[CH:41]=[CH:40][CH:39]=[C:38](N4CCN(C)CC4)[CH:37]=3)=[CH:25][CH:24]=1)[CH2:19][CH2:18]2)=[O:12].[N:49]1([CH2:54][CH2:55][O:56]C2C=CC(O)=CC=2)[CH2:53][CH2:52][CH2:51][CH2:50]1. (2) Given the product [CH:1]1([CH2:4][S:5]([C:6]2[CH:15]=[C:14]3[C:9]([CH:10]=[CH:11][CH:12]=[C:13]3[CH2:16][CH2:17][NH:18][C:19](=[O:24])[CH2:20][CH2:21][CH2:22][Cl:23])=[CH:8][CH:7]=2)=[O:26])[CH2:3][CH2:2]1, predict the reactants needed to synthesize it. The reactants are: [CH:1]1([CH2:4][S:5][C:6]2[CH:15]=[C:14]3[C:9]([CH:10]=[CH:11][CH:12]=[C:13]3[CH2:16][CH2:17][NH:18][C:19](=[O:24])[CH2:20][CH2:21][CH2:22][Cl:23])=[CH:8][CH:7]=2)[CH2:3][CH2:2]1.I([O-])(=O)(=O)=[O:26].[Na+]. (3) Given the product [CH2:32]([N:34]([CH2:39][CH3:40])[CH2:35][CH2:36][CH2:37][O:10][C:8]1[C:7]([O:11][CH3:12])=[CH:6][C:3]([CH:4]=[O:5])=[C:2]([F:1])[CH:9]=1)[CH3:33], predict the reactants needed to synthesize it. The reactants are: [F:1][C:2]1[CH:9]=[C:8]([OH:10])[C:7]([O:11][CH3:12])=[CH:6][C:3]=1[CH:4]=[O:5].C1(P(C2C=CC=CC=2)C2C=CC=CC=2)C=CC=CC=1.[CH2:32]([N:34]([CH2:39][CH3:40])[CH2:35][CH2:36][CH2:37]O)[CH3:33].N(C(OCC)=O)=NC(OCC)=O. (4) The reactants are: Cl[C:2]1[N:7]=[CH:6][C:5]([C:8]2[CH:9]=[N:10][CH:11]=[C:12]([O:14][CH3:15])[CH:13]=2)=[C:4]([NH:16][C:17]2[C:26]3[C:21](=[CH:22][C:23]([F:28])=[CH:24][C:25]=3[F:27])[N:20]=[C:19]([N:29]3[CH2:33][CH2:32][CH2:31][C:30]3=[O:34])[C:18]=2[CH3:35])[CH:3]=1.[F:36][C:37]1[CH:42]=[C:41](B(O)O)[CH:40]=[CH:39][N:38]=1.C1(P(C2CCCCC2)C2(OC)CC=CC(OC)=C2C2C=CC=CC=2)CCCCC1.COC1C=CC=C(OC)C=1C1C=CC=CC=1P(C1CCCCC1)C1CCCCC1.[O-]P([O-])([O-])=O.[K+].[K+].[K+]. Given the product [F:27][C:25]1[CH:24]=[C:23]([F:28])[CH:22]=[C:21]2[C:26]=1[C:17]([NH:16][C:4]1[CH:3]=[C:2]([C:41]3[CH:40]=[CH:39][N:38]=[C:37]([F:36])[CH:42]=3)[N:7]=[CH:6][C:5]=1[C:8]1[CH:9]=[N:10][CH:11]=[C:12]([O:14][CH3:15])[CH:13]=1)=[C:18]([CH3:35])[C:19]([N:29]1[CH2:33][CH2:32][CH2:31][C:30]1=[O:34])=[N:20]2, predict the reactants needed to synthesize it. (5) Given the product [CH:8]1([CH2:11][CH2:12][C:13]2[N:1]=[C:2]3[CH:7]=[CH:6][CH:5]=[CH:4][N:3]3[C:19](=[O:21])[CH:14]=2)[CH2:9][CH2:10]1, predict the reactants needed to synthesize it. The reactants are: [NH2:1][C:2]1[CH:7]=[CH:6][CH:5]=[CH:4][N:3]=1.[CH:8]1([CH2:11][C:12](=O)[CH2:13][C:14](OC)=O)[CH2:10][CH2:9]1.[C:19](O)(=[O:21])C. (6) Given the product [OH:1][CH:2]1[C:10]([CH3:11])([CH3:12])[CH2:9][C:8]2[N:7]([C:17]3[CH:22]=[C:21]([I:23])[CH:20]=[CH:19][N:18]=3)[N:6]=[C:5]([C:13]([OH:15])=[O:14])[C:4]=2[CH2:3]1, predict the reactants needed to synthesize it. The reactants are: [OH:1][CH:2]1[C:10]([CH3:12])([CH3:11])[CH2:9][C:8]2[NH:7][N:6]=[C:5]([C:13]([OH:15])=[O:14])[C:4]=2[CH2:3]1.F[C:17]1[CH:22]=[C:21]([I:23])[CH:20]=[CH:19][N:18]=1. (7) The reactants are: [CH:1]1([C:7]2[C:8]3[CH:9]=[CH:10][C:11]([C:39]([OH:41])=O)=[CH:12][C:13]=3[N:14]3[CH2:20][C:19]([C:21]4[N:25]([CH2:26][CH3:27])[N:24]=[CH:23][C:22]=4[C:28]([O:30][CH2:31][CH3:32])=[O:29])=[CH:18][C:17]4[CH:33]=[C:34]([O:37][CH3:38])[CH:35]=[CH:36][C:16]=4[C:15]=23)[CH2:6][CH2:5][CH2:4][CH2:3][CH2:2]1.[CH3:42][CH:43]([S:45]([NH2:48])(=[O:47])=[O:46])[CH3:44].C(Cl)CCl. Given the product [CH:1]1([C:7]2[C:8]3[CH:9]=[CH:10][C:11]([C:39](=[O:41])[NH:48][S:45]([CH:43]([CH3:44])[CH3:42])(=[O:47])=[O:46])=[CH:12][C:13]=3[N:14]3[CH2:20][C:19]([C:21]4[N:25]([CH2:26][CH3:27])[N:24]=[CH:23][C:22]=4[C:28]([O:30][CH2:31][CH3:32])=[O:29])=[CH:18][C:17]4[CH:33]=[C:34]([O:37][CH3:38])[CH:35]=[CH:36][C:16]=4[C:15]=23)[CH2:2][CH2:3][CH2:4][CH2:5][CH2:6]1, predict the reactants needed to synthesize it. (8) Given the product [CH:34]([C:37]1[CH:42]=[CH:41][CH:40]=[C:39]([CH:43]([CH2:44][CH:45]=[CH:2][CH2:3][C:4]2[CH:5]=[CH:6][CH:7]=[CH:8][CH:9]=2)[CH3:47])[CH:38]=1)([CH3:36])[CH3:35], predict the reactants needed to synthesize it. The reactants are: [Br-].[CH2:2]([P+](C1C=CC=CC=1)(C1C=CC=CC=1)C1C=CC=CC=1)[CH2:3][C:4]1[CH:9]=[CH:8][CH:7]=[CH:6][CH:5]=1.[Li]CCCC.[CH:34]([C:37]1[CH:38]=[C:39]([CH:43]([CH3:47])[CH2:44][CH:45]=O)[CH:40]=[CH:41][CH:42]=1)([CH3:36])[CH3:35]. (9) Given the product [C:1]([O:5][C:6]([N:8]1[CH2:13][CH2:12][N:11]([C:14]([C:16]2[C:20]3=[N:21][CH:22]=[CH:23][CH:24]=[C:19]3[N:18]([C:25]3[CH:30]=[CH:29][CH:28]=[CH:27][CH:26]=3)[C:17]=2[O:39][C:35]2[CH:36]=[CH:37][CH:38]=[C:33]([F:32])[C:34]=2[CH3:40])=[O:15])[CH2:10][CH2:9]1)=[O:7])([CH3:4])([CH3:3])[CH3:2], predict the reactants needed to synthesize it. The reactants are: [C:1]([O:5][C:6]([N:8]1[CH2:13][CH2:12][N:11]([C:14]([C:16]2[C:20]3=[N:21][CH:22]=[CH:23][CH:24]=[C:19]3[N:18]([C:25]3[CH:30]=[CH:29][CH:28]=[CH:27][CH:26]=3)[C:17]=2Cl)=[O:15])[CH2:10][CH2:9]1)=[O:7])([CH3:4])([CH3:3])[CH3:2].[F:32][C:33]1[C:34]([CH3:40])=[C:35]([OH:39])[CH:36]=[CH:37][CH:38]=1. (10) Given the product [CH3:6][O:7][C:8]([C:10]1[CH:19]=[C:18]2[C:13]([C@@H:14]([NH:20][C:32]([O:31][C:27]([CH3:30])([CH3:29])[CH3:28])=[O:33])[CH2:15][CH2:16][S:17]2)=[CH:12][CH:11]=1)=[O:9], predict the reactants needed to synthesize it. The reactants are: O1CCCC1.[CH3:6][O:7][C:8]([C:10]1[CH:19]=[C:18]2[C:13]([C@@H:14]([NH2:20])[CH2:15][CH2:16][S:17]2)=[CH:12][CH:11]=1)=[O:9].C(=O)([O-])[O-].[K+].[K+].[C:27]([O:31][C:32](O[C:32]([O:31][C:27]([CH3:30])([CH3:29])[CH3:28])=[O:33])=[O:33])([CH3:30])([CH3:29])[CH3:28].